From a dataset of Catalyst prediction with 721,799 reactions and 888 catalyst types from USPTO. Predict which catalyst facilitates the given reaction. (1) Reactant: Cl.[Br:2][C:3]1[CH:9]=[CH:8][CH:7]=[CH:6][C:4]=1[NH2:5].[N:10]([O-])=O.[Na+].[O:14]=[C:15]1[O:21][C@H]([C@H](CO)O)C(O)=[C:16]1[OH:17]. Product: [Br:2][C:3]1[CH:9]=[CH:8][CH:7]=[CH:6][C:4]=1[N:5]([C:16](=[O:17])[C:15]([OH:21])=[O:14])[NH2:10]. The catalyst class is: 6. (2) Reactant: Br[C:2]1[CH:7]=[CH:6][N:5]([CH:8]([CH3:16])[C:9]([O:11][C:12]([CH3:15])([CH3:14])[CH3:13])=[O:10])[C:4](=[O:17])[CH:3]=1.[Cl:18][C:19]1[CH:20]=[CH:21][C:22]([C:28]#[N:29])=[C:23](B(O)O)[CH:24]=1. Product: [Cl:18][C:19]1[CH:24]=[CH:23][C:22]([C:28]#[N:29])=[C:21]([C:2]2[CH:7]=[CH:6][N:5]([CH:8]([CH3:16])[C:9]([O:11][C:12]([CH3:15])([CH3:14])[CH3:13])=[O:10])[C:4](=[O:17])[CH:3]=2)[CH:20]=1. The catalyst class is: 73. (3) Reactant: [OH:1][CH:2]([CH3:15])[C:3]([O:5][CH2:6][C:7]1[CH:12]=[CH:11][C:10]([O:13][CH3:14])=[CH:9][CH:8]=1)=[O:4].[C:16]([NH:26][C@H:27]([C:31](O)=[O:32])[CH:28]([CH3:30])[CH3:29])([O:18][CH2:19][C:20]1[CH:25]=[CH:24][CH:23]=[CH:22][CH:21]=1)=[O:17].C1CCC(N=C=NC2CCCCC2)CC1. Product: [C:16]([NH:26][C@H:27]([C:31]([O:1][CH:2]([CH3:15])[C:3]([O:5][CH2:6][C:7]1[CH:8]=[CH:9][C:10]([O:13][CH3:14])=[CH:11][CH:12]=1)=[O:4])=[O:32])[CH:28]([CH3:30])[CH3:29])([O:18][CH2:19][C:20]1[CH:25]=[CH:24][CH:23]=[CH:22][CH:21]=1)=[O:17]. The catalyst class is: 166.